This data is from Reaction yield outcomes from USPTO patents with 853,638 reactions. The task is: Predict the reaction yield, written as a fraction of the theoretical maximum amount of product (1.0 means a 100% yield; for example, 0.34 means a 34% yield). The reactants are [I:1][C:2]1[CH:3]=[N:4][N:5]([CH:7]2[CH2:10][CH:9]([OH:11])[CH2:8]2)[CH:6]=1.N1C=CN=C1.[Si:17](Cl)([C:20]([CH3:23])([CH3:22])[CH3:21])([CH3:19])[CH3:18]. The catalyst is CN(C)C1C=CN=CC=1.C(Cl)Cl. The product is [C:20]([Si:17]([CH3:19])([CH3:18])[O:11][CH:9]1[CH2:8][CH:7]([N:5]2[CH:6]=[C:2]([I:1])[CH:3]=[N:4]2)[CH2:10]1)([CH3:23])([CH3:22])[CH3:21]. The yield is 0.550.